Dataset: Reaction yield outcomes from USPTO patents with 853,638 reactions. Task: Predict the reaction yield, written as a fraction of the theoretical maximum amount of product (1.0 means a 100% yield; for example, 0.34 means a 34% yield). (1) The catalyst is CC(=O)CC. The product is [CH:45]1([N:38]2[C:39]3[CH:44]=[CH:43][CH:42]=[CH:41][C:40]=3[N:36]([CH2:35][CH2:34][CH2:33][N:9]3[CH2:8][CH2:7][C:6]4([N:5]([C:12]5[CH:13]=[CH:14][CH:15]=[CH:16][CH:17]=5)[CH2:4][N:3]([CH2:18][C:19]5[CH:31]=[CH:30][CH:29]=[CH:28][C:20]=5[C:21]([O:23][C:24]([CH3:27])([CH3:25])[CH3:26])=[O:22])[C:2]4=[O:1])[CH2:11][CH2:10]3)[C:37]2=[O:48])[CH2:47][CH2:46]1. The reactants are [O:1]=[C:2]1[C:6]2([CH2:11][CH2:10][NH:9][CH2:8][CH2:7]2)[N:5]([C:12]2[CH:17]=[CH:16][CH:15]=[CH:14][CH:13]=2)[CH2:4][N:3]1[CH2:18][C:19]1[CH:31]=[CH:30][CH:29]=[CH:28][C:20]=1[C:21]([O:23][C:24]([CH3:27])([CH3:26])[CH3:25])=[O:22].Cl[CH2:33][CH2:34][CH2:35][N:36]1[C:40]2[CH:41]=[CH:42][CH:43]=[CH:44][C:39]=2[N:38]([CH:45]2[CH2:47][CH2:46]2)[C:37]1=[O:48].[I-].[Na+].C(=O)([O-])[O-].[K+].[K+]. The yield is 0.760. (2) The reactants are [CH2:1]([C:3]1[CH:4]=[C:5]2[C:9](=[CH:10][C:11]=1[N+:12]([O-])=O)[NH:8][CH:7]=[CH:6]2)[CH3:2]. The catalyst is [Ni]. The product is [CH2:1]([C:3]1[CH:4]=[C:5]2[C:9](=[CH:10][C:11]=1[NH2:12])[NH:8][CH:7]=[CH:6]2)[CH3:2]. The yield is 0.480. (3) The reactants are [CH2:1]([O:11][C:12]1[CH:13]=[C:14]([C:29]2[CH:34]=[CH:33][C:32]([O:35][CH2:36][CH2:37][CH2:38][CH2:39][CH2:40][CH2:41][CH2:42][CH2:43][CH2:44][CH3:45])=[C:31]([O:46][CH2:47][CH2:48][CH2:49][CH2:50][CH2:51][CH2:52][CH2:53][CH2:54][CH2:55][CH3:56])[CH:30]=2)[CH:15]=[CH:16][C:17]=1[O:18][CH2:19][CH2:20][CH2:21][CH2:22][CH2:23][CH2:24][CH2:25][CH2:26][CH2:27][CH3:28])[CH2:2][CH2:3][CH2:4][CH2:5][CH2:6][CH2:7][CH2:8][CH2:9][CH3:10].[CH3:57][O:58][C:59]1[CH:64]=[CH:63][C:62]([O:65][CH3:66])=[CH:61][CH:60]=1. The catalyst is C(Cl)Cl. The product is [CH3:57][O:58][C:59]1[C:64]2[C:34]3[C:29](=[CH:30][C:31]([O:46][CH2:47][CH2:48][CH2:49][CH2:50][CH2:51][CH2:52][CH2:53][CH2:54][CH2:55][CH3:56])=[C:32]([O:35][CH2:36][CH2:37][CH2:38][CH2:39][CH2:40][CH2:41][CH2:42][CH2:43][CH2:44][CH3:45])[CH:33]=3)[C:14]3[C:15](=[CH:16][C:17]([O:18][CH2:19][CH2:20][CH2:21][CH2:22][CH2:23][CH2:24][CH2:25][CH2:26][CH2:27][CH3:28])=[C:12]([O:11][CH2:1][CH2:2][CH2:3][CH2:4][CH2:5][CH2:6][CH2:7][CH2:8][CH2:9][CH3:10])[CH:13]=3)[C:63]=2[C:62]([O:65][CH3:66])=[CH:61][CH:60]=1. The yield is 0.840.